Dataset: NCI-60 drug combinations with 297,098 pairs across 59 cell lines. Task: Regression. Given two drug SMILES strings and cell line genomic features, predict the synergy score measuring deviation from expected non-interaction effect. (1) Drug 1: C1=CC(=CC=C1CCC2=CNC3=C2C(=O)NC(=N3)N)C(=O)NC(CCC(=O)O)C(=O)O. Drug 2: CC1=C2C(C(=O)C3(C(CC4C(C3C(C(C2(C)C)(CC1OC(=O)C(C(C5=CC=CC=C5)NC(=O)C6=CC=CC=C6)O)O)OC(=O)C7=CC=CC=C7)(CO4)OC(=O)C)O)C)OC(=O)C. Cell line: TK-10. Synergy scores: CSS=35.3, Synergy_ZIP=-4.08, Synergy_Bliss=-6.18, Synergy_Loewe=-8.18, Synergy_HSA=-4.64. (2) Drug 1: CC1OCC2C(O1)C(C(C(O2)OC3C4COC(=O)C4C(C5=CC6=C(C=C35)OCO6)C7=CC(=C(C(=C7)OC)O)OC)O)O. Drug 2: CC1=C2C(C(=O)C3(C(CC4C(C3C(C(C2(C)C)(CC1OC(=O)C(C(C5=CC=CC=C5)NC(=O)C6=CC=CC=C6)O)O)OC(=O)C7=CC=CC=C7)(CO4)OC(=O)C)O)C)OC(=O)C. Cell line: HOP-92. Synergy scores: CSS=38.1, Synergy_ZIP=-9.97, Synergy_Bliss=-5.17, Synergy_Loewe=-2.39, Synergy_HSA=0.0699. (3) Drug 1: C1=C(C(=O)NC(=O)N1)F. Drug 2: B(C(CC(C)C)NC(=O)C(CC1=CC=CC=C1)NC(=O)C2=NC=CN=C2)(O)O. Cell line: HT29. Synergy scores: CSS=57.6, Synergy_ZIP=2.30, Synergy_Bliss=2.06, Synergy_Loewe=-1.02, Synergy_HSA=2.60. (4) Drug 1: CCC(=C(C1=CC=CC=C1)C2=CC=C(C=C2)OCCN(C)C)C3=CC=CC=C3.C(C(=O)O)C(CC(=O)O)(C(=O)O)O. Drug 2: CC=C1C(=O)NC(C(=O)OC2CC(=O)NC(C(=O)NC(CSSCCC=C2)C(=O)N1)C(C)C)C(C)C. Cell line: HT29. Synergy scores: CSS=59.3, Synergy_ZIP=-2.51, Synergy_Bliss=-7.37, Synergy_Loewe=-15.5, Synergy_HSA=-5.30. (5) Drug 1: C1CCC(CC1)NC(=O)N(CCCl)N=O. Drug 2: C(CN)CNCCSP(=O)(O)O. Cell line: HCT-15. Synergy scores: CSS=7.05, Synergy_ZIP=-5.15, Synergy_Bliss=-7.27, Synergy_Loewe=-14.7, Synergy_HSA=-7.88. (6) Drug 1: C1CC(=O)NC(=O)C1N2C(=O)C3=CC=CC=C3C2=O. Drug 2: B(C(CC(C)C)NC(=O)C(CC1=CC=CC=C1)NC(=O)C2=NC=CN=C2)(O)O. Cell line: IGROV1. Synergy scores: CSS=4.30, Synergy_ZIP=1.66, Synergy_Bliss=-0.678, Synergy_Loewe=-65.4, Synergy_HSA=-3.66.